Dataset: Full USPTO retrosynthesis dataset with 1.9M reactions from patents (1976-2016). Task: Predict the reactants needed to synthesize the given product. Given the product [C:11]([O:15][C:16]([N:18]1[CH2:19][CH2:20][N:21]([CH:24]([C:27]2[CH:28]=[CH:29][CH:30]=[CH:31][CH:32]=2)[CH:25]=[O:26])[CH2:22][CH2:23]1)=[O:17])([CH3:14])([CH3:12])[CH3:13], predict the reactants needed to synthesize it. The reactants are: CS(C)=O.C(Cl)(C(Cl)=O)=O.[C:11]([O:15][C:16]([N:18]1[CH2:23][CH2:22][N:21]([CH:24]([C:27]2[CH:32]=[CH:31][CH:30]=[CH:29][CH:28]=2)[CH2:25][OH:26])[CH2:20][CH2:19]1)=[O:17])([CH3:14])([CH3:13])[CH3:12].